This data is from NCI-60 drug combinations with 297,098 pairs across 59 cell lines. The task is: Regression. Given two drug SMILES strings and cell line genomic features, predict the synergy score measuring deviation from expected non-interaction effect. (1) Drug 1: CCCS(=O)(=O)NC1=C(C(=C(C=C1)F)C(=O)C2=CNC3=C2C=C(C=N3)C4=CC=C(C=C4)Cl)F. Drug 2: CC1=C(C=C(C=C1)NC(=O)C2=CC=C(C=C2)CN3CCN(CC3)C)NC4=NC=CC(=N4)C5=CN=CC=C5. Cell line: UACC-257. Synergy scores: CSS=46.7, Synergy_ZIP=3.90, Synergy_Bliss=4.60, Synergy_Loewe=-5.68, Synergy_HSA=4.17. (2) Drug 1: CCCS(=O)(=O)NC1=C(C(=C(C=C1)F)C(=O)C2=CNC3=C2C=C(C=N3)C4=CC=C(C=C4)Cl)F. Drug 2: CN(C)C1=NC(=NC(=N1)N(C)C)N(C)C. Cell line: SN12C. Synergy scores: CSS=-5.32, Synergy_ZIP=2.74, Synergy_Bliss=1.17, Synergy_Loewe=-1.28, Synergy_HSA=-1.51. (3) Drug 1: C1CC(=O)NC(=O)C1N2CC3=C(C2=O)C=CC=C3N. Drug 2: C1=NC2=C(N1)C(=S)N=CN2. Cell line: OVCAR-4. Synergy scores: CSS=29.5, Synergy_ZIP=-6.60, Synergy_Bliss=-4.85, Synergy_Loewe=-35.4, Synergy_HSA=-4.97. (4) Drug 1: C1CCC(C1)C(CC#N)N2C=C(C=N2)C3=C4C=CNC4=NC=N3. Drug 2: CN1C(=O)N2C=NC(=C2N=N1)C(=O)N. Cell line: T-47D. Synergy scores: CSS=-11.1, Synergy_ZIP=5.02, Synergy_Bliss=0.262, Synergy_Loewe=-3.71, Synergy_HSA=-5.72. (5) Drug 1: CS(=O)(=O)CCNCC1=CC=C(O1)C2=CC3=C(C=C2)N=CN=C3NC4=CC(=C(C=C4)OCC5=CC(=CC=C5)F)Cl. Drug 2: CCN(CC)CCNC(=O)C1=C(NC(=C1C)C=C2C3=C(C=CC(=C3)F)NC2=O)C. Cell line: SN12C. Synergy scores: CSS=-0.0105, Synergy_ZIP=10.1, Synergy_Bliss=7.33, Synergy_Loewe=-12.3, Synergy_HSA=-7.94.